Dataset: Full USPTO retrosynthesis dataset with 1.9M reactions from patents (1976-2016). Task: Predict the reactants needed to synthesize the given product. (1) Given the product [Cl:35][CH2:36][C:37]([NH:1][C:2]1[CH:3]=[C:4]([CH:21]=[CH:22][C:23]=1[O:24][C:25]([F:27])([F:28])[F:26])[C:5]([NH:7][C:8]1[CH:9]=[N:10][C:11]([C:14]2[CH:19]=[CH:18][CH:17]=[CH:16][C:15]=2[F:20])=[CH:12][CH:13]=1)=[O:6])=[O:38], predict the reactants needed to synthesize it. The reactants are: [NH2:1][C:2]1[CH:3]=[C:4]([CH:21]=[CH:22][C:23]=1[O:24][C:25]([F:28])([F:27])[F:26])[C:5]([NH:7][C:8]1[CH:9]=[N:10][C:11]([C:14]2[CH:19]=[CH:18][CH:17]=[CH:16][C:15]=2[F:20])=[CH:12][CH:13]=1)=[O:6].N1C=CC=CC=1.[Cl:35][CH2:36][C:37](Cl)=[O:38]. (2) The reactants are: [S:1]1[CH:5]=[CH:4][CH:3]=[C:2]1[C:6]1[S:7][CH:8]=[CH:9][CH:10]=1.C([Li])CCC.Br[CH2:17][CH2:18][CH2:19][CH2:20][CH2:21][CH2:22][O:23][Si:24]([C:27]([CH3:30])([CH3:29])[CH3:28])([CH3:26])[CH3:25]. Given the product [S:1]1[C:5]([CH2:17][CH2:18][CH2:19][CH2:20][CH2:21][CH2:22][O:23][Si:24]([C:27]([CH3:28])([CH3:30])[CH3:29])([CH3:25])[CH3:26])=[CH:4][CH:3]=[C:2]1[C:6]1[S:7][CH:8]=[CH:9][CH:10]=1, predict the reactants needed to synthesize it. (3) The reactants are: [F:1][C:2]1[CH:7]=[C:6]([CH3:8])[C:5]([C:9]2[C:20](=[O:21])[N:19]([CH3:22])[C:12]3[N:13]=[C:14](SC)[N:15]=[CH:16][C:11]=3[CH:10]=2)=[CH:4][C:3]=1[NH:23][C:24]([NH:26][C:27]1[O:31][N:30]=[C:29]([CH:32]([CH3:34])[CH3:33])[CH:28]=1)=[O:25].[CH3:35][NH2:36].C1COCC1. Given the product [F:1][C:2]1[CH:7]=[C:6]([CH3:8])[C:5]([C:9]2[C:20](=[O:21])[N:19]([CH3:22])[C:12]3[N:13]=[C:14]([NH:36][CH3:35])[N:15]=[CH:16][C:11]=3[CH:10]=2)=[CH:4][C:3]=1[NH:23][C:24]([NH:26][C:27]1[O:31][N:30]=[C:29]([CH:32]([CH3:34])[CH3:33])[CH:28]=1)=[O:25], predict the reactants needed to synthesize it. (4) Given the product [Br:1][C:2]1[CH:3]=[C:4]([C:10]2[N:14]([C:15]3[CH:20]=[CH:19][N:18]=[C:17]([Cl:21])[CH:16]=3)[N:13]=[C:12]([C:22]([N:46]3[CH2:44][CH2:47][NH:48][C:49](=[O:51])[CH2:50]3)=[O:23])[CH:11]=2)[CH:5]=[C:6]([O:8][CH3:9])[CH:7]=1, predict the reactants needed to synthesize it. The reactants are: [Br:1][C:2]1[CH:3]=[C:4]([C:10]2[N:14]([C:15]3[CH:20]=[CH:19][N:18]=[C:17]([Cl:21])[CH:16]=3)[N:13]=[C:12]([C:22](O)=[O:23])[CH:11]=2)[CH:5]=[C:6]([O:8][CH3:9])[CH:7]=1.ClC1C=C(C2N(C3C=CC=CN=3)N=C([C:44]([N:46]3[CH2:50][C:49](=[O:51])[NH:48][CH2:47]3)=O)C=2)C=C(F)C=1.O=C1CNCCN1.